This data is from Catalyst prediction with 721,799 reactions and 888 catalyst types from USPTO. The task is: Predict which catalyst facilitates the given reaction. (1) Reactant: [CH2:1]=[CH:2][CH2:3]/[C:4](/[S:11][C@@H:12]1[O:17][C@H:16]([CH2:18][OH:19])[C@@H:15]([OH:20])[C@H:14]([OH:21])[C@H:13]1[OH:22])=[N:5]\[O:6][S:7]([O-:10])(=[O:9])=[O:8].O.[K+:24].C(Cl)(Cl)(Cl)Cl.C=O. Product: [CH2:1]=[CH:2][CH2:3]/[C:4](/[S:11][C@@H:12]1[O:17][C@H:16]([CH2:18][OH:19])[C@@H:15]([OH:20])[C@H:14]([OH:21])[C@H:13]1[OH:22])=[N:5]\[O:6][S:7]([O-:10])(=[O:8])=[O:9].[K+:24]. The catalyst class is: 16. (2) The catalyst class is: 21. Reactant: [CH2:1]([O:8][C:9](=[O:29])[C@H:10]([CH2:19][C:20]1[C:28]2[C:23](=[CH:24][CH:25]=[CH:26][CH:27]=2)[NH:22][CH:21]=1)[NH:11][C:12]([O:14][C:15]([CH3:18])([CH3:17])[CH3:16])=[O:13])[C:2]1[CH:7]=[CH:6][CH:5]=[CH:4][CH:3]=1.I[CH2:31][CH3:32].[C:33](=O)([O-])[O-].[Cs+].[Cs+]. Product: [CH2:1]([O:8][C:9](=[O:29])[C@@H:10]([NH:11][C:12]([O:14][C:15]([CH3:16])([CH3:18])[CH3:17])=[O:13])[CH2:19][C:20]1[C:28]2[C:23](=[CH:24][CH:25]=[CH:26][CH:27]=2)[N:22]([CH2:33][CH2:31][CH3:32])[CH:21]=1)[C:2]1[CH:7]=[CH:6][CH:5]=[CH:4][CH:3]=1. (3) Reactant: [CH:1]([C:4]1[N:8]=[C:7]([N:9]2[CH2:14][CH2:13][CH:12]([OH:15])[CH2:11][CH2:10]2)[O:6][N:5]=1)([CH3:3])[CH3:2].[H-].[Na+].[Br:18][C:19]1[C:23]2[N:24]=[CH:25][N:26]=[C:27](Cl)[C:22]=2[S:21][CH:20]=1.[Cl-].[NH4+]. Product: [Br:18][C:19]1[C:23]2[N:24]=[CH:25][N:26]=[C:27]([O:15][CH:12]3[CH2:11][CH2:10][N:9]([C:7]4[O:6][N:5]=[C:4]([CH:1]([CH3:3])[CH3:2])[N:8]=4)[CH2:14][CH2:13]3)[C:22]=2[S:21][CH:20]=1. The catalyst class is: 9. (4) Product: [NH2:1][C:2]1[C:3]2[CH:10]=[CH:9][N:8]([CH:11]3[O:15][C:14]([CH2:18][OH:19])([CH:16]=[N:29][OH:30])[CH:13]([O:20][Si:21]([C:24]([CH3:26])([CH3:25])[CH3:27])([CH3:22])[CH3:23])[CH2:12]3)[C:4]=2[N:5]=[CH:6][N:7]=1. Reactant: [NH2:1][C:2]1[C:3]2[CH:10]=[CH:9][N:8]([C@@H:11]3[O:15][C@@:14]([CH2:18][OH:19])([CH:16]=O)[C@@H:13]([O:20][Si:21]([C:24]([CH3:27])([CH3:26])[CH3:25])([CH3:23])[CH3:22])[CH2:12]3)[C:4]=2[N:5]=[CH:6][N:7]=1.Cl.[NH2:29][OH:30]. The catalyst class is: 17. (5) Reactant: [CH3:1][C:2]([CH3:13])([C:8]([O:10]CC)=[O:9])[C:3]([O:5]CC)=[O:4].[OH-].[K+].CO.Cl. Product: [CH3:1][C:2]([CH3:13])([C:8]([OH:10])=[O:9])[C:3]([OH:5])=[O:4]. The catalyst class is: 809.